Dataset: Reaction yield outcomes from USPTO patents with 853,638 reactions. Task: Predict the reaction yield, written as a fraction of the theoretical maximum amount of product (1.0 means a 100% yield; for example, 0.34 means a 34% yield). (1) The reactants are C[O-].[Na+].C1(C)C=CC=CC=1.[F:11][C:12]1[CH:17]=[CH:16][CH:15]=[CH:14][C:13]=1[CH2:18][C:19]#[N:20].Cl.[C:22](=O)([O:25]C)[O:23][CH3:24]. The catalyst is O. The product is [C:19]([CH:18]([C:13]1[CH:14]=[CH:15][CH:16]=[CH:17][C:12]=1[F:11])[C:22]([O:23][CH3:24])=[O:25])#[N:20]. The yield is 0.948. (2) The product is [Cl:27][C:26]1[C:21]([N:17]2[CH2:18][CH2:19][CH:14]([S:11]([C:2]3[CH:3]=[CH:4][C:5]4[C:10](=[CH:9][CH:8]=[CH:7][CH:6]=4)[CH:1]=3)(=[O:12])=[O:13])[CH2:15][CH2:16]2)=[N:22][CH:23]=[CH:24][CH:25]=1. No catalyst specified. The reactants are [CH:1]1[C:10]2[C:5](=[CH:6][CH:7]=[CH:8][CH:9]=2)[CH:4]=[CH:3][C:2]=1[S:11]([CH:14]1[CH2:19][CH2:18][NH:17][CH2:16][CH2:15]1)(=[O:13])=[O:12].Cl[C:21]1[C:26]([Cl:27])=[CH:25][CH:24]=[CH:23][N:22]=1. The yield is 0.480. (3) The reactants are C(OC(=O)[NH:7][C:8]1([C:16]#[C:17][C:18]2[CH:23]=[CH:22][C:21]([C:24]3[CH:29]=[CH:28][C:27]([OH:30])=[C:26]([C:31]45[CH2:40][CH:35]6[CH2:36][CH:37]([CH2:39][CH:33]([CH2:34]6)[CH2:32]4)[CH2:38]5)[CH:25]=3)=[CH:20][CH:19]=2)[CH2:13][O:12]C(C)(C)[O:10][CH2:9]1)(C)(C)C.C12(C3C=C(C#CC4(NC(=O)OC(C)(C)C)COC(C)(C)OC4)C=CC=3OCCCCCCCC)CC3CC(CC(C3)C1)C2. No catalyst specified. The product is [NH2:7][C:8]([CH2:16][CH2:17][C:18]1[CH:23]=[CH:22][C:21]([C:24]2[CH:29]=[CH:28][C:27]([OH:30])=[C:26]([C:31]34[CH2:32][CH:33]5[CH2:39][CH:37]([CH2:36][CH:35]([CH2:34]5)[CH2:40]3)[CH2:38]4)[CH:25]=2)=[CH:20][CH:19]=1)([CH2:13][OH:12])[CH2:9][OH:10]. The yield is 0.710. (4) The reactants are [CH3:1][O:2][C:3](=[O:11])[C:4]1[CH:9]=[CH:8][C:7](Br)=[CH:6][CH:5]=1.[CH3:12][Si:13]([C:16]#[CH:17])([CH3:15])[CH3:14].C(N(CC)CC)C. The catalyst is C1COCC1.Cl[Pd](Cl)([P](C1C=CC=CC=1)(C1C=CC=CC=1)C1C=CC=CC=1)[P](C1C=CC=CC=1)(C1C=CC=CC=1)C1C=CC=CC=1.C1(P(C2C=CC=CC=2)C2C=CC=CC=2)C=CC=CC=1. The product is [CH3:1][O:2][C:3](=[O:11])[C:4]1[CH:9]=[CH:8][C:7]([C:17]#[C:16][Si:13]([CH3:15])([CH3:14])[CH3:12])=[CH:6][CH:5]=1. The yield is 0.930. (5) The reactants are [C:1]([C:5]1[N:10]=[C:9]([CH2:11][CH2:12][O:13][CH3:14])[CH:8]=[C:7]([N:15]2[CH2:20][CH2:19][NH:18][CH2:17][CH2:16]2)[N:6]=1)([CH3:4])([CH3:3])[CH3:2].[C:21]([O:25][C:26](=[O:37])[NH:27][C@H:28]1[CH2:33][CH2:32][C@H:31]([CH2:34][CH:35]=O)[CH2:30][CH2:29]1)([CH3:24])([CH3:23])[CH3:22].CC(O)=O.[Na]. The catalyst is ClCCCl.O. The product is [C:21]([O:25][C:26](=[O:37])[NH:27][C@H:28]1[CH2:29][CH2:30][C@H:31]([CH2:34][CH2:35][N:18]2[CH2:17][CH2:16][N:15]([C:7]3[CH:8]=[C:9]([CH2:11][CH2:12][O:13][CH3:14])[N:10]=[C:5]([C:1]([CH3:4])([CH3:2])[CH3:3])[N:6]=3)[CH2:20][CH2:19]2)[CH2:32][CH2:33]1)([CH3:24])([CH3:23])[CH3:22]. The yield is 0.940.